Binary Classification. Given a T-cell receptor sequence (or CDR3 region) and an epitope sequence, predict whether binding occurs between them. From a dataset of TCR-epitope binding with 47,182 pairs between 192 epitopes and 23,139 TCRs. (1) The epitope is SGPLKAEIAQRLED. The TCR CDR3 sequence is CASSPWDRLNTEAFF. Result: 1 (the TCR binds to the epitope). (2) The epitope is TFYLTNDVSFL. The TCR CDR3 sequence is CASSSTQGAYNEQFF. Result: 1 (the TCR binds to the epitope). (3) The epitope is VLWAHGFEL. The TCR CDR3 sequence is CASSPSGSYNTGELFF. Result: 1 (the TCR binds to the epitope). (4) The epitope is FLKEKGGL. The TCR CDR3 sequence is CSASEGTSSYEQYF. Result: 1 (the TCR binds to the epitope). (5) The epitope is TLVPQEHYV. The TCR CDR3 sequence is CASSQGGSDTQYF. Result: 0 (the TCR does not bind to the epitope). (6) The epitope is KLPDDFTGCV. The TCR CDR3 sequence is CASSFDREVTGELFF. Result: 0 (the TCR does not bind to the epitope). (7) The epitope is ALSKGVHFV. The TCR CDR3 sequence is CSVELGALGAFF. Result: 1 (the TCR binds to the epitope). (8) The epitope is FLYNLLTRV. The TCR CDR3 sequence is CASSPLNTEAFF. Result: 1 (the TCR binds to the epitope). (9) The epitope is CLGGLLTMV. The TCR CDR3 sequence is CASSRLAGGFDEQFF. Result: 0 (the TCR does not bind to the epitope). (10) The epitope is RAKFKQLL. The TCR CDR3 sequence is CASSLMGNSPLHF. Result: 1 (the TCR binds to the epitope).